Dataset: Reaction yield outcomes from USPTO patents with 853,638 reactions. Task: Predict the reaction yield, written as a fraction of the theoretical maximum amount of product (1.0 means a 100% yield; for example, 0.34 means a 34% yield). (1) The reactants are [Cl-].O[NH3+:3].[C:4](=[O:7])([O-])[OH:5].[Na+].CS(C)=O.[CH2:13]([C:17]1[N:18]=[CH:19][N:20]([CH2:39][C:40]2[CH:45]=[CH:44][C:43]([F:46])=[CH:42][CH:41]=2)[C:21](=[O:38])[C:22]=1[CH2:23][C:24]1[CH:29]=[CH:28][C:27]([C:30]2[C:31]([C:36]#[N:37])=[CH:32][CH:33]=[CH:34][CH:35]=2)=[CH:26][CH:25]=1)[CH2:14][CH2:15][CH3:16]. The catalyst is C(OCC)(=O)C. The product is [CH2:13]([C:17]1[N:18]=[CH:19][N:20]([CH2:39][C:40]2[CH:45]=[CH:44][C:43]([F:46])=[CH:42][CH:41]=2)[C:21](=[O:38])[C:22]=1[CH2:23][C:24]1[CH:25]=[CH:26][C:27]([C:30]2[CH:35]=[CH:34][CH:33]=[CH:32][C:31]=2[C:36]2[NH:3][C:4](=[O:7])[O:5][N:37]=2)=[CH:28][CH:29]=1)[CH2:14][CH2:15][CH3:16]. The yield is 0.620. (2) The reactants are [Cl:1][C:2]1[CH:7]=[CH:6][C:5]([C:8]2([OH:28])[C:16]3[C:11](=[CH:12][CH:13]=[CH:14][CH:15]=3)[C:10](=[O:17])[N:9]2[CH2:18][C:19]2[CH:24]=[CH:23][C:22]([N+:25]([O-:27])=[O:26])=[CH:21][CH:20]=2)=[CH:4][CH:3]=1.[C:29]1([CH2:34]O)([CH2:32][OH:33])[CH2:31][CH2:30]1. No catalyst specified. The product is [Cl:1][C:2]1[CH:7]=[CH:6][C:5]([C:8]2([O:28][CH2:34][C:29]3([CH2:32][OH:33])[CH2:31][CH2:30]3)[C:16]3[C:11](=[CH:12][CH:13]=[CH:14][CH:15]=3)[C:10](=[O:17])[N:9]2[CH2:18][C:19]2[CH:24]=[CH:23][C:22]([N+:25]([O-:27])=[O:26])=[CH:21][CH:20]=2)=[CH:4][CH:3]=1. The yield is 0.630. (3) The reactants are [Cl-].O[NH3+:3].[C:4](=[O:7])([O-])[OH:5].[Na+].CS(C)=O.[CH2:13]([C:17]1[N:21]([CH2:22][C:23]2[CH:28]=[CH:27][C:26]([C:29]3[C:30]([C:35]#[N:36])=[CH:31][CH:32]=[CH:33][CH:34]=3)=[CH:25][CH:24]=2)[C:20](=[O:37])[N:19]([CH:38]([CH2:40][CH3:41])[CH3:39])[N:18]=1)[CH2:14][CH2:15][CH3:16]. The catalyst is C(OCC)(=O)C. The product is [CH2:13]([C:17]1[N:21]([CH2:22][C:23]2[CH:28]=[CH:27][C:26]([C:29]3[CH:34]=[CH:33][CH:32]=[CH:31][C:30]=3[C:35]3[NH:3][C:4](=[O:7])[O:5][N:36]=3)=[CH:25][CH:24]=2)[C:20](=[O:37])[N:19]([CH:38]([CH2:40][CH3:41])[CH3:39])[N:18]=1)[CH2:14][CH2:15][CH3:16]. The yield is 0.200. (4) The reactants are [F:1][C:2]([F:13])([F:12])[C:3]1[CH:11]=[CH:10][C:6]([C:7]([OH:9])=O)=[CH:5][CH:4]=1.[NH2:14][C@H:15]1[CH2:20][C:19]2[C:21]([N:25]3[CH2:30][CH2:29][N:28]([CH3:31])[CH2:27][CH2:26]3)=[CH:22][CH:23]=[CH:24][C:18]=2[O:17][CH2:16]1.C(N(CC)CC)C. The catalyst is S(Cl)(Cl)=O.C(Cl)Cl. The product is [CH3:31][N:28]1[CH2:29][CH2:30][N:25]([C:21]2[C:19]3[CH2:20][C@H:15]([NH:14][C:7](=[O:9])[C:6]4[CH:5]=[CH:4][C:3]([C:2]([F:1])([F:13])[F:12])=[CH:11][CH:10]=4)[CH2:16][O:17][C:18]=3[CH:24]=[CH:23][CH:22]=2)[CH2:26][CH2:27]1. The yield is 0.550. (5) The reactants are [NH2:1][C:2]1[CH:3]=[N:4][CH:5]=[CH:6][C:7]=1[Cl:8].C[Si]([N-][Si](C)(C)C)(C)C.[Na+].[O:19](C(OC(C)(C)C)=O)[C:20]([O:22][C:23]([CH3:26])([CH3:25])[CH3:24])=O.Cl. The catalyst is C1COCC1. The product is [C:23]([O:22][C:20](=[O:19])[NH:1][C:2]1[CH:3]=[N:4][CH:5]=[CH:6][C:7]=1[Cl:8])([CH3:26])([CH3:25])[CH3:24]. The yield is 0.760. (6) The catalyst is O. The reactants are Cl[C:2]1[CH:3]=[C:4]([NH:11][C:12]2[CH:17]=[CH:16][C:15]([O:18][CH2:19][CH3:20])=[CH:14][CH:13]=2)[C:5]2[N:6]([CH:8]=[CH:9][N:10]=2)[N:7]=1.[NH2:21][C@H:22]1[CH2:26][CH2:25][N:24](C(OC(C)(C)C)=O)[CH2:23]1. The yield is 0.0200. The product is [NH2:21][C@H:22]1[CH2:26][CH2:25][N:24]([C:2]2[CH:3]=[C:4]([NH:11][C:12]3[CH:17]=[CH:16][C:15]([O:18][CH2:19][CH3:20])=[CH:14][CH:13]=3)[C:5]3[N:6]([CH:8]=[CH:9][N:10]=3)[N:7]=2)[CH2:23]1.